Dataset: Full USPTO retrosynthesis dataset with 1.9M reactions from patents (1976-2016). Task: Predict the reactants needed to synthesize the given product. (1) Given the product [O:1]1[CH2:6][CH2:5][N:4]([CH2:7][CH2:8][CH2:9][NH:10][C:11]2[CH:12]=[C:13]([CH2:17][CH:18]([O:23][CH2:24][CH3:25])[C:19]([OH:21])=[O:20])[CH:14]=[CH:15][CH:16]=2)[C:3]2[CH:26]=[CH:27][CH:28]=[CH:29][C:2]1=2, predict the reactants needed to synthesize it. The reactants are: [O:1]1[CH2:6][CH2:5][N:4]([CH2:7][CH2:8][CH2:9][NH:10][C:11]2[CH:12]=[C:13]([CH2:17][CH:18]([O:23][CH2:24][CH3:25])[C:19]([O:21]C)=[O:20])[CH:14]=[CH:15][CH:16]=2)[C:3]2[CH:26]=[CH:27][CH:28]=[CH:29][C:2]1=2.O.[OH-].[Li+]. (2) The reactants are: [O:1]1[CH2:6][CH2:5][CH:4]([C:7]([N:9]2[CH2:14][CH2:13][CH:12]([C:15]3[CH:20]=[CH:19][C:18]([OH:21])=[CH:17][CH:16]=3)[CH2:11][CH2:10]2)=[O:8])[CH2:3][CH2:2]1.Br[CH2:23][CH2:24][CH2:25][Cl:26].C(=O)([O-])[O-].[K+].[K+]. Given the product [Cl:26][CH2:25][CH2:24][CH2:23][O:21][C:18]1[CH:19]=[CH:20][C:15]([CH:12]2[CH2:11][CH2:10][N:9]([C:7]([CH:4]3[CH2:5][CH2:6][O:1][CH2:2][CH2:3]3)=[O:8])[CH2:14][CH2:13]2)=[CH:16][CH:17]=1, predict the reactants needed to synthesize it.